From a dataset of Forward reaction prediction with 1.9M reactions from USPTO patents (1976-2016). Predict the product of the given reaction. (1) Given the reactants [NH2:1][C:2]1[S:3][C:4]([C:8]2[S:9][CH:10]=[C:11]([C:13]3[CH:14]=[C:15]([NH:19][C:20]([C:22]4[S:23][C:24]([Cl:27])=[CH:25][CH:26]=4)=[O:21])[CH:16]=[CH:17][CH:18]=3)[N:12]=2)=[C:5]([NH2:7])[N:6]=1.C1([Li])C=CC=CC=1.[CH3:35][N:36]=[C:37]=[O:38].C(O)(=O)C, predict the reaction product. The product is: [NH2:7][C:5]1[N:6]=[C:2]([NH:1][C:37]([NH:36][CH3:35])=[O:38])[S:3][C:4]=1[C:8]1[S:9][CH:10]=[C:11]([C:13]2[CH:14]=[C:15]([NH:19][C:20]([C:22]3[S:23][C:24]([Cl:27])=[CH:25][CH:26]=3)=[O:21])[CH:16]=[CH:17][CH:18]=2)[N:12]=1. (2) Given the reactants [C:1]([C:6]1[CH:11]=[CH:10][CH:9]=[CH:8][CH:7]=1)(=O)[CH:2]([CH3:4])[CH3:3].C(O)=O.C(OCC)C.C([NH2:22])=O, predict the reaction product. The product is: [CH3:3][CH:2]([CH3:4])[CH:1]([C:6]1[CH:11]=[CH:10][CH:9]=[CH:8][CH:7]=1)[NH2:22].